From a dataset of Full USPTO retrosynthesis dataset with 1.9M reactions from patents (1976-2016). Predict the reactants needed to synthesize the given product. Given the product [O:1]1[CH:7]2[CH:2]1[CH2:3][CH:4]([CH2:8][CH2:9][Si:35]([O:39][CH2:40][CH3:41])([O:36][CH2:37][CH3:38])[O:34][CH2:32][CH3:33])[CH2:5][CH2:6]2, predict the reactants needed to synthesize it. The reactants are: [O:1]1[CH:7]2[CH:2]1[CH2:3][CH:4]([CH2:8][CH2:9][Si](OC)(OC)OC)[CH2:5][CH2:6]2.C(OCCC[Si](OC)(OC)OC)C1OC1.[CH2:32]([O:34][SiH:35]([O:39][CH2:40][CH3:41])[O:36][CH2:37][CH3:38])[CH3:33].C(OCCC[Si](C)(OC)OC)C1OC1.C(OCCC[Si](C)(OCC)OCC)C1OC1.C(OCCC[Si](C)(C)OCC)C1OC1.O1CC1CCCC[Si](OCC)(OCC)OCC.